Dataset: Reaction yield outcomes from USPTO patents with 853,638 reactions. Task: Predict the reaction yield, written as a fraction of the theoretical maximum amount of product (1.0 means a 100% yield; for example, 0.34 means a 34% yield). (1) The reactants are [Cl:1][C:2]1[CH:7]=[C:6]([N+:8]([O-:10])=[O:9])[CH:5]=[C:4]([Cl:11])[C:3]=1I.[CH:13]1([B-](F)(F)F)[CH2:15][CH2:14]1.[K+].C(=O)([O-])[O-].[K+].[K+].O1CCCC1. The catalyst is Cl[Pd](Cl)([P](C1C=CC=CC=1)(C1C=CC=CC=1)C1C=CC=CC=1)[P](C1C=CC=CC=1)(C1C=CC=CC=1)C1C=CC=CC=1.O. The product is [Cl:1][C:2]1[CH:7]=[C:6]([N+:8]([O-:10])=[O:9])[CH:5]=[C:4]([Cl:11])[C:3]=1[CH:13]1[CH2:15][CH2:14]1. The yield is 0.690. (2) The reactants are C([O:3][C:4](=[O:37])[CH2:5][O:6][C:7]1[C:16]([N:17]2[CH2:23][CH2:22][CH2:21][N:20]([CH2:24][C:25]3[CH:29]=[CH:28][N:27]([C:30]4[CH:35]=[CH:34][CH:33]=[CH:32][CH:31]=4)[N:26]=3)[CH2:19][CH2:18]2)=[C:15]2[C:10]([CH:11]=[CH:12][CH:13]=[N:14]2)=[CH:9][C:8]=1[CH3:36])C.[OH-].[Na+].Cl. The catalyst is C1COCC1. The product is [CH3:36][C:8]1[CH:9]=[C:10]2[C:15](=[C:16]([N:17]3[CH2:23][CH2:22][CH2:21][N:20]([CH2:24][C:25]4[CH:29]=[CH:28][N:27]([C:30]5[CH:35]=[CH:34][CH:33]=[CH:32][CH:31]=5)[N:26]=4)[CH2:19][CH2:18]3)[C:7]=1[O:6][CH2:5][C:4]([OH:37])=[O:3])[N:14]=[CH:13][CH:12]=[CH:11]2. The yield is 0.640. (3) The reactants are [CH3:1][O:2][C:3]([C:5]1[S:6][C:7]2[C:8]([OH:21])([CH3:20])[CH2:9][O:10][C:11]3[CH:18]=[CH:17][C:16](Br)=[CH:15][C:12]=3[C:13]=2[N:14]=1)=[O:4].[CH3:22][C:23]([OH:27])([C:25]#[CH:26])[CH3:24].C1C=CC(P(C2C=CC=CC=2)C2C=CC=CC=2)=CC=1. The catalyst is CCN(CC)CC.CC([O-])=O.CC([O-])=O.[Pd+2].[Cu]I. The product is [CH3:1][O:2][C:3]([C:5]1[S:6][C:7]2[C:8]([OH:21])([CH3:20])[CH2:9][O:10][C:11]3[CH:18]=[CH:17][C:16]([C:26]#[C:25][C:23]([OH:27])([CH3:24])[CH3:22])=[CH:15][C:12]=3[C:13]=2[N:14]=1)=[O:4]. The yield is 0.800. (4) The reactants are [CH3:1][C:2]1[CH:11]=[CH:10][C:9]2[C:4](=[CH:5][CH:6]=[C:7]3[O:15][CH2:14][C@H:13]([CH2:16][N:17]4[CH2:22][CH2:21][CH:20]([OH:23])[CH2:19][CH2:18]4)[O:12][C:8]3=2)[N:3]=1.O[C:25]1[CH:26]=[CH:27][C:28]2[O:33][CH2:32][C:31](=[O:34])[NH:30][C:29]=2[CH:35]=1.C1(P(C2C=CC=CC=2)C2C=CC=CC=2)C=CC=CC=1.N(C(OCC)=O)=NC(OCC)=O.Cl. The catalyst is C1COCC1.C(O)(C)C. The product is [CH3:1][C:2]1[CH:11]=[CH:10][C:9]2[C:4](=[CH:5][CH:6]=[C:7]3[O:15][CH2:14][C@H:13]([CH2:16][N:17]4[CH2:22][CH2:21][CH:20]([O:23][C:25]5[CH:26]=[CH:27][C:28]6[O:33][CH2:32][C:31](=[O:34])[NH:30][C:29]=6[CH:35]=5)[CH2:19][CH2:18]4)[O:12][C:8]3=2)[N:3]=1. The yield is 0.520.